Predict which catalyst facilitates the given reaction. From a dataset of Catalyst prediction with 721,799 reactions and 888 catalyst types from USPTO. (1) Reactant: [CH3:1][C:2]1[CH:3]=[CH:4][C:5]([S:9][C:10]2[CH:11]=[CH:12][CH:13]=[CH:14][C:15]=2[N:16]2[CH2:21][CH2:20][NH:19][CH2:18][CH2:17]2)=[C:6]([CH3:8])[CH:7]=1.[CH:22]1[C:31]2[C:26](=[CH:27][CH:28]=[CH:29][CH:30]=2)[CH:25]=[CH:24][C:23]=1[S:32]([OH:35])(=[O:34])=[O:33]. Product: [CH3:1][C:2]1[CH:3]=[CH:4][C:5]([S:9][C:10]2[CH:11]=[CH:12][CH:13]=[CH:14][C:15]=2[N:16]2[CH2:17][CH2:18][NH:19][CH2:20][CH2:21]2)=[C:6]([CH3:8])[CH:7]=1.[CH:22]1[C:31]2[C:26](=[CH:27][CH:28]=[CH:29][CH:30]=2)[CH:25]=[CH:24][C:23]=1[S:32]([O-:35])(=[O:34])=[O:33]. The catalyst class is: 282. (2) Reactant: [C:1]([NH:4][CH:5]([C:47](=[O:62])[NH:48][CH2:49][CH2:50][CH2:51][CH2:52][C:53](=[O:61])[O:54]CC[Si](C)(C)C)[CH2:6][C:7]1[CH:44]=[CH:43][C:10]([N:11]([C:34](=[O:42])[C:35]([O:37][C:38]([CH3:41])([CH3:40])[CH3:39])=[O:36])[C:12]2[CH:33]=[CH:32][CH:31]=[CH:30][C:13]=2[C:14]([O:16][CH:17]([C:24]2[CH:29]=[CH:28][CH:27]=[CH:26][CH:25]=2)[C:18]2[CH:23]=[CH:22][CH:21]=[CH:20][CH:19]=2)=[O:15])=[C:9]([CH2:45][CH3:46])[CH:8]=1)(=[O:3])[CH3:2].[F-].C([N+](CCCC)(CCCC)CCCC)CCC. Product: [C:1]([NH:4][CH:5]([CH2:6][C:7]1[CH:44]=[CH:43][C:10]([N:11]([C:34](=[O:42])[C:35]([O:37][C:38]([CH3:40])([CH3:39])[CH3:41])=[O:36])[C:12]2[CH:33]=[CH:32][CH:31]=[CH:30][C:13]=2[C:14]([O:16][CH:17]([C:18]2[CH:19]=[CH:20][CH:21]=[CH:22][CH:23]=2)[C:24]2[CH:29]=[CH:28][CH:27]=[CH:26][CH:25]=2)=[O:15])=[C:9]([CH2:45][CH3:46])[CH:8]=1)[C:47]([NH:48][CH2:49][CH2:50][CH2:51][CH2:52][C:53]([OH:61])=[O:54])=[O:62])(=[O:3])[CH3:2]. The catalyst class is: 56. (3) Reactant: [Br:1][C:2]1[CH:3]=[CH:4][C:5]2[C@@:11]3([C:17]([O:19][CH3:20])=[O:18])[CH2:12][CH2:13][C:14](=[O:16])[CH2:15][C@H:10]3[CH2:9][CH2:8][O:7][C:6]=2[CH:21]=1.[Br:22][C:23]1[CH:24]=[CH:25][C:26]2[C@:32]3([C:38]([O:40][CH3:41])=[O:39])[CH2:33][CH2:34][C:35](=[O:37])[CH2:36][C@@H:31]3[CH2:30][CH2:29][O:28][C:27]=2[CH:42]=1.[CH2:43](O)[CH2:44][OH:45].O.CC1C=CC(S(O)(=O)=O)=CC=1. The catalyst class is: 11. Product: [Br:1][C:2]1[CH:3]=[CH:4][C:5]2[C@@:11]3([C:17]([O:19][CH3:20])=[O:18])[CH2:12][CH2:13][C:14]4([CH2:15][C@H:10]3[CH2:9][CH2:8][O:7][C:6]=2[CH:21]=1)[O:28][CH2:27][CH2:26][O:16]4.[Br:22][C:23]1[CH:24]=[CH:25][C:26]2[C@:32]3([C:38]([O:40][CH3:41])=[O:39])[CH2:33][CH2:34][C:35]4([CH2:36][C@@H:31]3[CH2:30][CH2:29][O:28][C:27]=2[CH:42]=1)[O:45][CH2:44][CH2:43][O:37]4. (4) Reactant: [N+:1]([C:4]1[CH:5]=[C:6]2[C:10](=[CH:11][CH:12]=1)[NH:9][CH2:8][CH2:7]2)([O-:3])=[O:2].[Br:13]Br. Product: [Br:13][C:11]1[CH:12]=[C:4]([N+:1]([O-:3])=[O:2])[CH:5]=[C:6]2[C:10]=1[NH:9][CH2:8][CH2:7]2. The catalyst class is: 52. (5) Reactant: [C:1]([O:5][C:6]([NH:8][C@@H:9]([CH2:17][C@H:18]([CH2:26][CH2:27][CH2:28][OH:29])[C:19]([O:21][C:22]([CH3:25])([CH3:24])[CH3:23])=[O:20])[C:10]([O:12][C:13]([CH3:16])([CH3:15])[CH3:14])=[O:11])=[O:7])([CH3:4])([CH3:3])[CH3:2].[I:30][C:31]1[CH:36]=[CH:35][C:34](O)=[CH:33][CH:32]=1.C1(P(C2C=CC=CC=2)C2C=CC=CC=2)C=CC=CC=1.N(C(OCC)=O)=NC(OCC)=O. Product: [C:1]([O:5][C:6]([NH:8][C@@H:9]([CH2:17][C@H:18]([CH2:26][CH2:27][CH2:28][O:29][C:34]1[CH:35]=[CH:36][C:31]([I:30])=[CH:32][CH:33]=1)[C:19]([O:21][C:22]([CH3:25])([CH3:24])[CH3:23])=[O:20])[C:10]([O:12][C:13]([CH3:14])([CH3:15])[CH3:16])=[O:11])=[O:7])([CH3:4])([CH3:3])[CH3:2]. The catalyst class is: 1. (6) Reactant: [OH:1][CH2:2][C:3]1[CH:4]=[C:5]([OH:10])[CH:6]=[C:7]([OH:9])[CH:8]=1.C([O-])([O-])=O.[K+].[K+].Br[CH2:18][CH2:19][O:20][CH3:21].CCOC(C)=O. Product: [OH:1][CH2:2][C:3]1[CH:4]=[C:5]([OH:10])[CH:6]=[C:7]([O:9][CH2:18][CH2:19][O:20][CH3:21])[CH:8]=1. The catalyst class is: 3. (7) Reactant: [CH3:1][NH:2][CH2:3][CH2:4][CH2:5][NH:6][S:7]([C:10]1[CH:15]=[C:14]([S:16]([C:19]2[CH:24]=[CH:23][CH:22]=[CH:21][CH:20]=2)(=[O:18])=[O:17])[CH:13]=[CH:12][C:11]=1[C:25]([F:28])([F:27])[F:26])(=[O:9])=[O:8].N1([C:34]([NH:36][CH:37]2[CH2:42][CH2:41][N:40]([C:43]([O:45][C:46]([CH3:49])([CH3:48])[CH3:47])=[O:44])[CH2:39][CH2:38]2)=[O:35])C=CN=C1. Product: [CH3:1][N:2]([CH2:3][CH2:4][CH2:5][NH:6][S:7]([C:10]1[CH:15]=[C:14]([S:16]([C:19]2[CH:20]=[CH:21][CH:22]=[CH:23][CH:24]=2)(=[O:17])=[O:18])[CH:13]=[CH:12][C:11]=1[C:25]([F:28])([F:27])[F:26])(=[O:9])=[O:8])[C:34]([NH:36][CH:37]1[CH2:42][CH2:41][N:40]([C:43]([O:45][C:46]([CH3:49])([CH3:48])[CH3:47])=[O:44])[CH2:39][CH2:38]1)=[O:35]. The catalyst class is: 4. (8) Reactant: [CH3:1][O:2][C:3]1[CH:4]=[C:5]2[C:10](=[CH:11][C:12]=1[O:13][CH2:14][CH2:15][CH2:16][N:17]1[CH2:21][CH2:20][CH2:19][CH2:18]1)[NH:9][CH:8]=[CH:7][C:6]2=O.O=P(Cl)(Cl)[Cl:25].[OH-].[K+]. Product: [Cl:25][C:6]1[C:5]2[C:10](=[CH:11][C:12]([O:13][CH2:14][CH2:15][CH2:16][N:17]3[CH2:21][CH2:20][CH2:19][CH2:18]3)=[C:3]([O:2][CH3:1])[CH:4]=2)[N:9]=[CH:8][CH:7]=1. The catalyst class is: 10.